Predict the reactants needed to synthesize the given product. From a dataset of Full USPTO retrosynthesis dataset with 1.9M reactions from patents (1976-2016). (1) Given the product [F:1][C:2]1[C:3]([C:9]2[N:13]([CH:14]3[CH2:19][CH2:18][O:17][CH2:16][CH2:15]3)[C:12]([CH3:20])=[N:11][CH:10]=2)=[N:4][C:5]([NH:8][C:22]2[CH:27]=[CH:26][CH:25]=[C:24]([O:28][CH3:29])[N:23]=2)=[N:6][CH:7]=1, predict the reactants needed to synthesize it. The reactants are: [F:1][C:2]1[C:3]([C:9]2[N:13]([CH:14]3[CH2:19][CH2:18][O:17][CH2:16][CH2:15]3)[C:12]([CH3:20])=[N:11][CH:10]=2)=[N:4][C:5]([NH2:8])=[N:6][CH:7]=1.Br[C:22]1[CH:27]=[CH:26][CH:25]=[C:24]([O:28][CH3:29])[N:23]=1. (2) Given the product [OH:1][CH2:2][C@@H:3]([NH:26][CH2:27][C@H:28]([OH:37])[CH2:29][O:30][C:31]1[CH:32]=[CH:33][CH:34]=[CH:35][CH:36]=1)[CH2:4][C:5]1[CH:10]=[CH:9][C:8]([NH:11][C:12]([NH:14][C:15]2[CH:16]=[C:17]([CH:23]=[CH:24][CH:25]=2)[C:18]([O-:20])=[O:19])=[O:13])=[CH:7][CH:6]=1.[Na+:39], predict the reactants needed to synthesize it. The reactants are: [OH:1][CH2:2][C@@H:3]([NH:26][CH2:27][C@H:28]([OH:37])[CH2:29][O:30][C:31]1[CH:36]=[CH:35][CH:34]=[CH:33][CH:32]=1)[CH2:4][C:5]1[CH:10]=[CH:9][C:8]([NH:11][C:12]([NH:14][C:15]2[CH:16]=[C:17]([CH:23]=[CH:24][CH:25]=2)[C:18]([O:20]CC)=[O:19])=[O:13])=[CH:7][CH:6]=1.[OH-].[Na+:39]. (3) The reactants are: C(OC1C=CC(CO)=CC=1)CC1C=CC=CC=1.[CH3:18][O:19][C:20](=[O:29])[C:21]1[CH:26]=[CH:25][C:24]([CH:27]=O)=[CH:23][CH:22]=1.[CH3:30][NH:31][C:32]1[CH:37]=[CH:36][CH:35]=[CH:34][CH:33]=1.C(O[BH-](OC(=O)C)OC(=O)C)(=O)C.[Na+]. Given the product [CH3:18][O:19][C:20](=[O:29])[C:21]1[CH:26]=[CH:25][C:24]([CH2:27][N:31]([CH3:30])[C:32]2[CH:37]=[CH:36][CH:35]=[CH:34][CH:33]=2)=[CH:23][CH:22]=1, predict the reactants needed to synthesize it. (4) Given the product [I-:1].[C:8]([CH:7]([CH2:11][CH:12]([CH3:14])[CH3:13])[CH2:6][N+:4]([CH3:2])([CH3:5])[CH3:3])(=[O:10])[CH3:9], predict the reactants needed to synthesize it. The reactants are: [I:1][CH3:2].[CH3:3][N:4]([CH2:6][CH:7]([CH2:11][CH:12]([CH3:14])[CH3:13])[C:8](=[O:10])[CH3:9])[CH3:5].